This data is from Full USPTO retrosynthesis dataset with 1.9M reactions from patents (1976-2016). The task is: Predict the reactants needed to synthesize the given product. Given the product [F:1][C:2]1[CH:3]=[C:4]2[N:9]([C:10]=1[CH2:11][N:12]1[CH2:14][CH:15]([CH2:20][CH2:21][CH3:22])[CH2:16][C:17]1=[O:18])[CH:8]=[CH:7][CH:6]=[CH:5]2, predict the reactants needed to synthesize it. The reactants are: [F:1][C:2]1[CH:3]=[C:4]2[N:9]([C:10]=1[CH2:11][NH2:12])[CH:8]=[CH:7][CH:6]=[CH:5]2.O[CH:14]1[O:18][C:17](=O)[CH2:16][CH:15]1[CH2:20][CH2:21][CH3:22].